From a dataset of Full USPTO retrosynthesis dataset with 1.9M reactions from patents (1976-2016). Predict the reactants needed to synthesize the given product. (1) Given the product [CH2:1]([N:8]1[CH2:14][CH:13]2[CH2:15][CH:10]([C:11]3[CH:17]=[N:30][C:28]([CH3:29])=[N:31][C:12]=32)[CH2:9]1)[C:2]1[CH:3]=[CH:4][CH:5]=[CH:6][CH:7]=1, predict the reactants needed to synthesize it. The reactants are: [CH2:1]([N:8]1[CH2:14][CH:13]2[CH2:15][CH:10]([C:11](=[CH:17]N(C)C)[C:12]2=O)[CH2:9]1)[C:2]1[CH:7]=[CH:6][CH:5]=[CH:4][CH:3]=1.C(=O)([O-])[O-].[K+].[K+].Cl.[C:28]([NH2:31])(=[NH:30])[CH3:29].C(OCC)(=O)C. (2) Given the product [F:12][C:13]1[CH:14]=[C:15]([CH:18]=[CH:19][CH:20]=1)[CH2:16][O:1][C:2]1[CH:10]=[C:9]2[C:5]([CH2:6][NH:7][C:8]2=[O:11])=[CH:4][CH:3]=1, predict the reactants needed to synthesize it. The reactants are: [OH:1][C:2]1[CH:10]=[C:9]2[C:5]([CH2:6][NH:7][C:8]2=[O:11])=[CH:4][CH:3]=1.[F:12][C:13]1[CH:14]=[C:15]([CH:18]=[CH:19][CH:20]=1)[CH2:16]Br.C(=O)([O-])[O-].[K+].[K+]. (3) The reactants are: [NH2:1][C:2]([CH3:48])([CH3:47])[CH2:3][C:4]([N:6]([CH2:14][C@H:15]1[C:20](=[O:21])[NH:19][C@@H:18]([CH2:22][C:23]2[CH:32]=[CH:31][C:30]3[C:25](=CC=CC=3)[CH:24]=2)[C:17](=[O:33])[N:16]1CC1C=CC(C2C=CC=CC=2)=CC=1)[CH2:7][CH:8]1[CH2:13][CH2:12][NH:11][CH2:10][CH2:9]1)=[O:5].[O:49]([C:56]1[CH:63]=[CH:62][C:59]([CH:60]=O)=[CH:58][CH:57]=1)[C:50]1[CH:55]=[CH:54][CH:53]=[CH:52][CH:51]=1.[C:64]([O:68]C(N[C@@H](CC1C=CC(OCC)=CC=1)C(O)=O)=O)(C)(C)[CH3:65]. Given the product [NH2:1][C:2]([CH3:47])([CH3:48])[CH2:3][C:4]([N:6]([CH2:14][C@H:15]1[C:20](=[O:21])[NH:19][C@@H:18]([CH2:22][C:23]2[CH:32]=[CH:31][C:30]([O:68][CH2:64][CH3:65])=[CH:25][CH:24]=2)[C:17](=[O:33])[N:16]1[CH2:60][C:59]1[CH:62]=[CH:63][C:56]([O:49][C:50]2[CH:55]=[CH:54][CH:53]=[CH:52][CH:51]=2)=[CH:57][CH:58]=1)[CH2:7][CH:8]1[CH2:13][CH2:12][NH:11][CH2:10][CH2:9]1)=[O:5], predict the reactants needed to synthesize it. (4) Given the product [N-:18]([S:19]([C:22]([F:25])([F:23])[F:24])(=[O:21])=[O:20])[S:26]([C:29]([F:32])([F:31])[F:30])(=[O:28])=[O:27].[C:2]([O:7][CH2:8][CH2:9][CH2:10][N:11]1[CH:15]=[CH:14][N+:13]([CH2:16][CH3:17])=[CH:12]1)(=[O:6])[C:3]([CH3:5])=[CH2:4], predict the reactants needed to synthesize it. The reactants are: [Br-].[C:2]([O:7][CH2:8][CH2:9][CH2:10][N:11]1[CH:15]=[CH:14][N+:13]([CH2:16][CH3:17])=[CH:12]1)(=[O:6])[C:3]([CH3:5])=[CH2:4].[N-:18]([S:26]([C:29]([F:32])([F:31])[F:30])(=[O:28])=[O:27])[S:19]([C:22]([F:25])([F:24])[F:23])(=[O:21])=[O:20].[Li+]. (5) Given the product [CH3:1][C@H:2]1[N:7]([C:8]([C:10]2[CH:15]=[CH:14][CH:13]=[CH:12][C:11]=2[N:16]2[N:20]=[CH:19][CH:18]=[N:17]2)=[O:9])[CH2:6][C@H:5]([O:21][C:22]2[CH:27]=[C:26]([CH2:28][OH:31])[CH:25]=[CH:24][N:23]=2)[CH2:4][CH2:3]1, predict the reactants needed to synthesize it. The reactants are: [CH3:1][C@H:2]1[N:7]([C:8]([C:10]2[CH:15]=[CH:14][CH:13]=[CH:12][C:11]=2[N:16]2[N:20]=[CH:19][CH:18]=[N:17]2)=[O:9])[CH2:6][C@H:5]([O:21][C:22]2[CH:27]=[C:26]([C:28]([OH:31])(C)C)[CH:25]=[CH:24][N:23]=2)[CH2:4][CH2:3]1.ClC1C=C(C(O)(C)C)C=CN=1. (6) Given the product [Br:1][C:2]1[CH:6]=[CH:5][N:4]([CH2:7][CH2:8][O:9][CH3:13])[N:3]=1, predict the reactants needed to synthesize it. The reactants are: [Br:1][C:2]1[CH:6]=[CH:5][N:4]([CH2:7][CH2:8][OH:9])[N:3]=1.[H-].[Na+].I[CH3:13].O.